From a dataset of CYP2C9 inhibition data for predicting drug metabolism from PubChem BioAssay. Regression/Classification. Given a drug SMILES string, predict its absorption, distribution, metabolism, or excretion properties. Task type varies by dataset: regression for continuous measurements (e.g., permeability, clearance, half-life) or binary classification for categorical outcomes (e.g., BBB penetration, CYP inhibition). Dataset: cyp2c9_veith. (1) The drug is Cc1noc(C)c1-c1nccc(NCc2cccnc2)n1. The result is 0 (non-inhibitor). (2) The compound is O=S(=O)(c1ccc(F)cc1)N1CC2CCCN2c2ccc(C(F)(F)F)cc21. The result is 1 (inhibitor). (3) The drug is COc1ccc(C(=O)N2CCC3(CC2)CN(C(=O)Nc2cccc(C#N)c2)C3)cc1. The result is 0 (non-inhibitor). (4) The drug is COc1ccc([C@@H]2CC(=O)c3c(O)cc(O[C@H]4O[C@@H](CO[C@H]5O[C@@H](C)[C@@H](O)[C@@H](O)[C@@H]5O)[C@@H](O)[C@@H](O)[C@@H]4O)cc3O2)cc1O. The result is 0 (non-inhibitor). (5) The molecule is O=C(c1n[nH]c(=O)c2ccccc12)N1CCN(C2c3ccccc3-c3ccccc32)CC1. The result is 1 (inhibitor). (6) The compound is CC(C)CO/N=C1/C[C@@H](O)[C@@H](O)[C@@H]2[C@@H]3C(=O)N(C(C)(C)C)C(=O)[C@H]3CC[C@@H]12. The result is 0 (non-inhibitor). (7) The molecule is C#C[C@]1(O)CC[C@@H]2[C@H]3CCC4=CCCC[C@@H]4[C@@H]3CC[C@@]21C. The result is 1 (inhibitor).